The task is: Predict the reactants needed to synthesize the given product.. This data is from Full USPTO retrosynthesis dataset with 1.9M reactions from patents (1976-2016). (1) Given the product [N:31]1([C:37]2[N:38]=[C:10]([OH:11])[C:12]3[CH2:13][CH2:14][N:15]([C:20]4[C:25]([C:26]([F:27])([F:28])[F:29])=[CH:24][CH:23]=[CH:22][N:21]=4)[CH2:16][CH2:17][C:18]=3[N:39]=2)[CH2:36][CH2:35][CH2:34][CH2:33][CH2:32]1, predict the reactants needed to synthesize it. The reactants are: CC([O-])(C)C.[K+].C(O[C:10]([CH:12]1[C:18](=O)[CH2:17][CH2:16][N:15]([C:20]2[C:25]([C:26]([F:29])([F:28])[F:27])=[CH:24][CH:23]=[CH:22][N:21]=2)[CH2:14][CH2:13]1)=[O:11])C.Br.[N:31]1([C:37](=[NH:39])[NH2:38])[CH2:36][CH2:35][CH2:34][CH2:33][CH2:32]1. (2) Given the product [F:1][C:2]1[N:7]=[C:6]([NH:8][CH2:9][C:10]([C@@H:12]([NH:17][C:18](=[O:41])[O:19][C@H:20]([CH2:25][N:26]2[CH:30]=[CH:29][C:28]([C:31]3[CH:36]=[CH:35][C:34]([C:37]([F:39])([F:38])[F:40])=[CH:33][CH:32]=3)=[N:27]2)[C:21]([CH3:22])([CH3:24])[CH3:23])[CH2:13][CH2:14][CH2:15][CH3:16])=[O:11])[CH:5]=[CH:4][CH:3]=1, predict the reactants needed to synthesize it. The reactants are: [F:1][C:2]1[N:7]=[C:6]([NH:8][CH2:9][C@@H:10]([C@@H:12]([NH:17][C:18](=[O:41])[O:19][C@H:20]([CH2:25][N:26]2[CH:30]=[CH:29][C:28]([C:31]3[CH:36]=[CH:35][C:34]([C:37]([F:40])([F:39])[F:38])=[CH:33][CH:32]=3)=[N:27]2)[C:21]([CH3:24])([CH3:23])[CH3:22])[CH2:13][CH2:14][CH2:15][CH3:16])[OH:11])[CH:5]=[CH:4][CH:3]=1.FC1N=C(NC[C@H]([C@@H](NC(=O)O[C@H](CN2C=CC(C3C=CC(C(F)(F)F)=CC=3)=N2)C(C)(C)C)CCCC)O)C=CC=1.O[C@H]([C@@H](NC(=O)O[C@H](CN1C=CC(C2C=CC(C(F)(F)F)=CC=2)=N1)C(C)(C)C)CCCC)CNS(C1C=CC=CN=1)(=O)=O.O[C@@H]([C@@H](NC(=O)O[C@H](CN1C=CC(C2C=CC(C(F)(F)F)=CC=2)=N1)C(C)(C)C)CCCC)CNS(C1C=CC=CN=1)(=O)=O. (3) Given the product [NH:6]1[C:14]2[CH2:13][CH2:12][CH2:11][CH2:10][C:9]=2[CH:8]=[C:7]1[CH:18]=[O:19], predict the reactants needed to synthesize it. The reactants are: O=P(Cl)(Cl)Cl.[NH:6]1[C:14]2[CH:9]([CH2:10][CH:11]=[CH:12][CH:13]=2)[CH2:8][CH2:7]1.CN([CH:18]=[O:19])C. (4) Given the product [Cl:1][C:2]1[CH:3]=[CH:4][C:5]([CH2:6][N:7]2[C:15]3[C:10](=[CH:11][CH:12]=[CH:13][CH:14]=3)[CH:9]=[C:8]2[C:16]([N:44]2[CH2:45][CH2:46][CH:47]([CH2:50][N:51]3[CH2:56][CH2:55][CH2:54][CH2:53][CH2:52]3)[CH2:48][CH2:49]2)=[O:17])=[CH:19][CH:20]=1, predict the reactants needed to synthesize it. The reactants are: [Cl:1][C:2]1[CH:20]=[CH:19][C:5]([CH2:6][N:7]2[C:15]3[C:10](=[CH:11][CH:12]=[CH:13][CH:14]=3)[CH:9]=[C:8]2[C:16](O)=[O:17])=[CH:4][CH:3]=1.CCN(C(C)C)C(C)C.C(Cl)CCl.C1C=CC2N(O)N=NC=2C=1.[NH:44]1[CH2:49][CH2:48][CH:47]([CH2:50][N:51]2[CH2:56][CH2:55][CH2:54][CH2:53][CH2:52]2)[CH2:46][CH2:45]1. (5) Given the product [CH:17]1([NH:16][C:14](=[O:15])[C:13]2[CH:20]=[CH:21][C:10]([N:7]3[C:6]4[CH:23]=[C:2]([C:34]5[CH:35]=[CH:36][N:31]=[CH:32][CH:33]=5)[CH:3]=[C:4]([NH:24][CH2:25][CH2:26][C:27]([F:30])([F:29])[F:28])[C:5]=4[N:9]=[CH:8]3)=[CH:11][C:12]=2[CH3:22])[CH2:19][CH2:18]1, predict the reactants needed to synthesize it. The reactants are: Br[C:2]1[CH:3]=[C:4]([NH:24][CH2:25][CH2:26][C:27]([F:30])([F:29])[F:28])[C:5]2[N:9]=[CH:8][N:7]([C:10]3[CH:21]=[CH:20][C:13]([C:14]([NH:16][CH:17]4[CH2:19][CH2:18]4)=[O:15])=[C:12]([CH3:22])[CH:11]=3)[C:6]=2[CH:23]=1.[N:31]1[CH:36]=[CH:35][C:34](B(O)O)=[CH:33][CH:32]=1.C(=O)([O-])[O-].[K+].[K+]. (6) Given the product [S:1]1[CH:5]=[CH:4][CH:3]=[C:2]1[CH2:6][CH2:7][NH:8][C:16]([NH:15][C:12]1[CH:13]=[CH:14][C:9]([CH3:18])=[CH:10][CH:11]=1)=[O:17], predict the reactants needed to synthesize it. The reactants are: [S:1]1[CH:5]=[CH:4][CH:3]=[C:2]1[CH2:6][CH2:7][NH2:8].[C:9]1([CH3:18])[CH:14]=[CH:13][C:12]([N:15]=[C:16]=[O:17])=[CH:11][CH:10]=1. (7) Given the product [Cl:28][C:7]1[C:8](=[O:22])[N:9]([C:13]2[CH:18]=[C:17]([CH2:19][OH:20])[CH:16]=[CH:15][C:14]=2[CH3:21])[C:10]([CH3:12])=[CH:11][C:6]=1[O:5][CH2:4][C:3]1[CH:23]=[CH:24][C:25]([F:27])=[CH:26][C:2]=1[F:1], predict the reactants needed to synthesize it. The reactants are: [F:1][C:2]1[CH:26]=[C:25]([F:27])[CH:24]=[CH:23][C:3]=1[CH2:4][O:5][C:6]1[CH:11]=[C:10]([CH3:12])[N:9]([C:13]2[CH:18]=[C:17]([CH2:19][OH:20])[CH:16]=[CH:15][C:14]=2[CH3:21])[C:8](=[O:22])[CH:7]=1.[Cl:28]N1C(=O)CCC1=O. (8) The reactants are: [Cl:1][C:2]1[CH:7]=[CH:6][N:5]=[C:4]([NH2:8])[CH:3]=1.[Cl:9]N1C(=O)CCC1=O. Given the product [CH:3]1[C:4]([NH2:8])=[N:5][CH:6]=[C:7]([Cl:9])[C:2]=1[Cl:1], predict the reactants needed to synthesize it. (9) Given the product [C:10]([N:18]=[C:19]1[N:21]([C:22]2[CH:27]=[CH:26][C:25]([N:28]3[CH2:32][C@H:31]([CH2:33][NH:34][C:35]([C:37]4[S:38][C:39]([Cl:42])=[CH:40][CH:41]=4)=[O:36])[O:30][C:29]3=[O:43])=[CH:24][CH:23]=2)[CH2:44][CH2:45][O:46]1)(=[O:17])[C:11]1[CH:16]=[CH:15][CH:14]=[CH:13][CH:12]=1, predict the reactants needed to synthesize it. The reactants are: [I-].ClC1C=CC=C[N+]=1C.[C:10]([NH:18][C:19]([N:21]([CH2:44][CH2:45][OH:46])[C:22]1[CH:27]=[CH:26][C:25]([N:28]2[CH2:32][C@H:31]([CH2:33][NH:34][C:35]([C:37]3[S:38][C:39]([Cl:42])=[CH:40][CH:41]=3)=[O:36])[O:30][C:29]2=[O:43])=[CH:24][CH:23]=1)=S)(=[O:17])[C:11]1[CH:16]=[CH:15][CH:14]=[CH:13][CH:12]=1.C(N(CC)CC)C.O.